Predict the reactants needed to synthesize the given product. From a dataset of Full USPTO retrosynthesis dataset with 1.9M reactions from patents (1976-2016). (1) Given the product [Cl:27][C:24]1[CH:25]=[CH:26][C:21]([CH:8]([C:5]2[CH:4]=[CH:3][C:2]([C:37]3[CH:38]=[CH:39][C:34]([NH:33][S:30]([CH3:29])(=[O:32])=[O:31])=[CH:35][CH:36]=3)=[CH:7][CH:6]=2)[CH2:9]/[C:10](=[N:11]\[OH:12])/[C:13]2[CH:14]=[CH:15][C:16](=[O:20])[N:17]([CH3:19])[CH:18]=2)=[C:22]([CH3:28])[CH:23]=1, predict the reactants needed to synthesize it. The reactants are: Br[C:2]1[CH:7]=[CH:6][C:5]([CH:8]([C:21]2[CH:26]=[CH:25][C:24]([Cl:27])=[CH:23][C:22]=2[CH3:28])[CH2:9]/[C:10](/[C:13]2[CH:14]=[CH:15][C:16](=[O:20])[N:17]([CH3:19])[CH:18]=2)=[N:11]\[OH:12])=[CH:4][CH:3]=1.[CH3:29][S:30]([NH:33][C:34]1[CH:39]=[CH:38][C:37](B(O)O)=[CH:36][CH:35]=1)(=[O:32])=[O:31]. (2) Given the product [CH3:8][O:7][C:5]([C:4]1[CH:9]=[CH:10][C:11]([N+:12]([O-:14])=[O:13])=[C:2]([NH:15][CH2:16][C@@H:17]2[CH2:21][CH2:20][N:19]([C:22]([O:24][C:25]([CH3:28])([CH3:27])[CH3:26])=[O:23])[CH2:18]2)[CH:3]=1)=[O:6], predict the reactants needed to synthesize it. The reactants are: F[C:2]1[CH:3]=[C:4]([CH:9]=[CH:10][C:11]=1[N+:12]([O-:14])=[O:13])[C:5]([O:7][CH3:8])=[O:6].[NH2:15][CH2:16][C@@H:17]1[CH2:21][CH2:20][N:19]([C:22]([O:24][C:25]([CH3:28])([CH3:27])[CH3:26])=[O:23])[CH2:18]1. (3) Given the product [Cl:1][C:2]1[CH:3]=[C:4]([CH:18]=[C:19]([S:23][CH3:24])[C:20]=1[OH:21])[C:5]([N:7]1[C:11]2[CH:12]=[CH:13][CH:14]=[CH:15][C:10]=2[S:9](=[O:17])(=[O:16])[CH2:8]1)=[O:6], predict the reactants needed to synthesize it. The reactants are: [Cl:1][C:2]1[CH:3]=[C:4]([CH:18]=[C:19]([S:23][CH3:24])[C:20]=1[O:21]C)[C:5]([N:7]1[C:11]2[CH:12]=[CH:13][CH:14]=[CH:15][C:10]=2[S:9](=[O:17])(=[O:16])[CH2:8]1)=[O:6].[Cl-].[Li+].Cl. (4) Given the product [C:22]1([CH:28]([C:29]2[CH:30]=[CH:31][CH:32]=[CH:33][CH:34]=2)[S:1][C:2]2[S:3][C:4]3[CH2:13][C:12]4[C:11]([O:14][CH2:15][C:16]([OH:18])=[O:17])=[CH:10][CH:9]=[CH:8][C:7]=4[C:5]=3[N:6]=2)[CH:27]=[CH:26][CH:25]=[CH:24][CH:23]=1, predict the reactants needed to synthesize it. The reactants are: [SH:1][C:2]1[S:3][C:4]2[CH2:13][C:12]3[C:11]([O:14][CH2:15][C:16]([O:18]CC)=[O:17])=[CH:10][CH:9]=[CH:8][C:7]=3[C:5]=2[N:6]=1.[Br-].[C:22]1([CH2:28][C:29]2[CH:34]=[CH:33][CH:32]=[CH:31][CH:30]=2)[CH:27]=[CH:26][CH:25]=[CH:24][CH:23]=1. (5) Given the product [CH3:27][S:24]([C:19]1[CH:20]=[CH:21][CH:22]=[CH:23][C:18]=1[C:16]([NH:15][C:6]1([C:4]([OH:5])=[O:3])[CH2:14][C:13]2[C:8](=[CH:9][CH:10]=[CH:11][CH:12]=2)[CH2:7]1)=[O:17])(=[O:25])=[O:26], predict the reactants needed to synthesize it. The reactants are: C([O:3][C:4]([C:6]1([NH:15][C:16]([C:18]2[CH:23]=[CH:22][CH:21]=[CH:20][C:19]=2[S:24]([CH3:27])(=[O:26])=[O:25])=[O:17])[CH2:14][C:13]2[C:8](=[CH:9][CH:10]=[CH:11][CH:12]=2)[CH2:7]1)=[O:5])C.O1CCOCC1.CO.[Li+].[OH-].